From a dataset of Catalyst prediction with 721,799 reactions and 888 catalyst types from USPTO. Predict which catalyst facilitates the given reaction. Reactant: [CH3:1][C:2]1[C:6]([C:7]2[CH:12]=[CH:11][C:10]([N:13]3[CH2:18][CH2:17][N:16]([C:19]([O:21][C:22]([CH3:25])([CH3:24])[CH3:23])=[O:20])[CH2:15][CH2:14]3)=[CH:9][CH:8]=2)=[C:5]([NH:26][C:27]([O:29][CH2:30][C:31]([Cl:34])([Cl:33])[Cl:32])=[O:28])[O:4][N:3]=1.O[CH:36]([CH2:41][CH:42]([CH3:44])[CH3:43])[C:37]([O:39][CH3:40])=[O:38].C1(P(C2C=CC=CC=2)C2C=CC=CC=2)C=CC=CC=1.N(C(OC(C)C)=O)=NC(OC(C)C)=O. Product: [C:22]([O:21][C:19]([N:16]1[CH2:15][CH2:14][N:13]([C:10]2[CH:9]=[CH:8][C:7]([C:6]3[C:2]([CH3:1])=[N:3][O:4][C:5]=3[N:26]([C:27]([O:29][CH2:30][C:31]([Cl:32])([Cl:33])[Cl:34])=[O:28])[C@H:36]([C:37]([O:39][CH3:40])=[O:38])[CH2:41][CH:42]([CH3:44])[CH3:43])=[CH:12][CH:11]=2)[CH2:18][CH2:17]1)=[O:20])([CH3:25])([CH3:23])[CH3:24]. The catalyst class is: 18.